Dataset: Reaction yield outcomes from USPTO patents with 853,638 reactions. Task: Predict the reaction yield, written as a fraction of the theoretical maximum amount of product (1.0 means a 100% yield; for example, 0.34 means a 34% yield). (1) The reactants are [NH2:1][CH2:2][C:3]1[CH:7]=[N:6][N:5]([CH2:8][C@@H:9]2[C@H:12]([NH:13][C:14](=[O:50])/[C:15](=[N:29]\[O:30][C:31]3([C:34]([O:36][CH:37]([C:44]4[CH:49]=[CH:48][CH:47]=[CH:46][CH:45]=4)[C:38]4[CH:43]=[CH:42][CH:41]=[CH:40][CH:39]=4)=[O:35])[CH2:33][CH2:32]3)/[C:16]3[N:17]=[C:18]([NH:21][C:22]([O:24][C:25]([CH3:28])([CH3:27])[CH3:26])=[O:23])[S:19][CH:20]=3)[C:11](=[O:51])[NH:10]2)[N:4]=1.N1([C:57]([O:59][CH2:60][CH2:61][NH:62][C:63]([O:65][C:66]([CH3:69])([CH3:68])[CH3:67])=[O:64])=[O:58])C=CN=C1. The catalyst is C(Cl)Cl. The product is [C:25]([O:24][C:22]([NH:21][C:18]1[S:19][CH:20]=[C:16](/[C:15](=[N:29]/[O:30][C:31]2([C:34]([O:36][CH:37]([C:44]3[CH:49]=[CH:48][CH:47]=[CH:46][CH:45]=3)[C:38]3[CH:43]=[CH:42][CH:41]=[CH:40][CH:39]=3)=[O:35])[CH2:33][CH2:32]2)/[C:14]([NH:13][C@@H:12]2[C:11](=[O:51])[NH:10][C@@H:9]2[CH2:8][N:5]2[N:4]=[C:3]([CH2:2][NH:1][C:57](=[O:58])[O:59][CH2:60][CH2:61][NH:62][C:63](=[O:64])[O:65][C:66]([CH3:67])([CH3:68])[CH3:69])[CH:7]=[N:6]2)=[O:50])[N:17]=1)=[O:23])([CH3:27])([CH3:26])[CH3:28]. The yield is 0.560. (2) The catalyst is ClC(Cl)C. The reactants are [CH3:1][CH:2]1[CH2:7][CH2:6][CH2:5][NH:4][CH:3]1[C:8]1[O:12][N:11]=[C:10]([C:13]2[CH:14]=[C:15]([CH:18]=[CH:19][CH:20]=2)[C:16]#[N:17])[N:9]=1.[N:21]1[CH:26]=[CH:25][CH:24]=[CH:23][C:22]=1[CH:27]=O.C(O[BH-](OC(=O)C)OC(=O)C)(=O)C.[Na+]. The product is [CH3:1][C@H:2]1[CH2:7][CH2:6][CH2:5][N:4]([CH2:27][C:22]2[CH:23]=[CH:24][CH:25]=[CH:26][N:21]=2)[C@H:3]1[C:8]1[O:12][N:11]=[C:10]([C:13]2[CH:14]=[C:15]([CH:18]=[CH:19][CH:20]=2)[C:16]#[N:17])[N:9]=1. The yield is 0.515. (3) The reactants are [Br:1][C:2]1[CH:7]=[CH:6][C:5]([O:8][CH3:9])=[CH:4][C:3]=1[CH3:10].[Br:11]N1C(=O)CCC1=O. The catalyst is ClCCl.C(OOC(=O)C1C=CC=CC=1)(=O)C1C=CC=CC=1. The product is [Br:1][C:2]1[CH:7]=[CH:6][C:5]([O:8][CH3:9])=[CH:4][C:3]=1[CH2:10][Br:11]. The yield is 0.720. (4) The reactants are [NH2:1][CH:2]1[CH2:7][CH2:6][N:5]([C:8]([O:10][C:11]([CH3:14])([CH3:13])[CH3:12])=[O:9])[CH2:4][CH2:3]1.[C:15](Cl)(Cl)=[O:16].C1(C)C=CC=CC=1.[NH2:26][CH:27]([CH:33](OCC)OCC)[C:28]([O:30][CH2:31][CH3:32])=[O:29].Cl.C(=O)([O-])[O-].[Na+].[Na+].C(OC(OC(C)(C)C)=O)(OC(C)(C)C)=O. The catalyst is ClCCl.C(=O)(O)[O-].[Na+].O.O1CCOCC1. The product is [CH2:31]([O:30][C:28]([C:27]1[NH:26][C:15](=[O:16])[N:1]([CH:2]2[CH2:3][CH2:4][N:5]([C:8]([O:10][C:11]([CH3:14])([CH3:13])[CH3:12])=[O:9])[CH2:6][CH2:7]2)[CH:33]=1)=[O:29])[CH3:32]. The yield is 0.190. (5) The reactants are [O:1]=[C:2]1[CH:7]=[CH:6][C:5](=[N:8][S:9]([CH3:12])(=[O:11])=[O:10])[CH:4]=[CH:3]1.O=[C:14]([CH2:20][CH2:21][CH2:22][CH3:23])[CH2:15][C:16]([O:18][CH3:19])=[O:17].C[O-].[Na+]. The catalyst is O1CCOCC1. The product is [CH2:20]([C:14]1[O:1][C:2]2[CH:7]=[CH:6][C:5]([NH:8][S:9]([CH3:12])(=[O:11])=[O:10])=[CH:4][C:3]=2[C:15]=1[C:16]([O:18][CH3:19])=[O:17])[CH2:21][CH2:22][CH3:23]. The yield is 0.800. (6) The reactants are [CH3:1][N:2]1[C:7](=[O:8])[C:6]([NH:9][C:10]2[CH:15]=[CH:14][C:13]([N:16]3[CH2:21][CH2:20][N:19]([CH:22]4[CH2:25][O:24][CH2:23]4)[CH2:18][CH2:17]3)=[CH:12][N:11]=2)=[CH:5][C:4]([C:26]2[CH:31]=[CH:30][N:29]=[C:28]([N:32]3[C:44](=[O:45])[C:43]4[S:42][C:41]5[CH2:40][CH2:39][CH2:38][CH2:37][C:36]=5[C:35]=4[CH:34]=[N:33]3)[C:27]=2[CH:46]=[O:47])=[CH:3]1.[BH4-].[Na+]. The catalyst is CO. The product is [OH:47][CH2:46][C:27]1[C:28]([N:32]2[C:44](=[O:45])[C:43]3[S:42][C:41]4[CH2:40][CH2:39][CH2:38][CH2:37][C:36]=4[C:35]=3[CH:34]=[N:33]2)=[N:29][CH:30]=[CH:31][C:26]=1[C:4]1[CH:5]=[C:6]([NH:9][C:10]2[CH:15]=[CH:14][C:13]([N:16]3[CH2:17][CH2:18][N:19]([CH:22]4[CH2:25][O:24][CH2:23]4)[CH2:20][CH2:21]3)=[CH:12][N:11]=2)[C:7](=[O:8])[N:2]([CH3:1])[CH:3]=1. The yield is 0.500. (7) The reactants are [CH3:1][C:2]1[CH:7]=[CH:6][C:5]([C:8](=[NH:20])[NH:9][C:10]2[CH:15]=[CH:14][C:13]([S:16]([CH3:19])(=[O:18])=[O:17])=[CH:12][CH:11]=2)=[CH:4][N:3]=1.C(=O)(O)[O-].[Na+].Br[CH2:27][C:28](=[O:33])[C:29]([F:32])([F:31])[F:30]. The catalyst is C(O)(C)C. The product is [CH3:1][C:2]1[CH:7]=[CH:6][C:5]([C:8]2[N:9]([C:10]3[CH:15]=[CH:14][C:13]([S:16]([CH3:19])(=[O:18])=[O:17])=[CH:12][CH:11]=3)[CH2:27][C:28]([OH:33])([C:29]([F:32])([F:31])[F:30])[N:20]=2)=[CH:4][N:3]=1. The yield is 0.460. (8) The reactants are [CH3:1][O:2][C:3]1[CH:4]=[C:5]2[C:10](=[CH:11][CH:12]=1)[CH:9]=[C:8]([OH:13])[CH:7]=[CH:6]2.C1C(=O)N([Br:21])C(=O)C1.O. The catalyst is CN(C=O)C. The product is [Br:21][C:9]1[C:10]2[C:5](=[CH:4][C:3]([O:2][CH3:1])=[CH:12][CH:11]=2)[CH:6]=[CH:7][C:8]=1[OH:13]. The yield is 0.870.